From a dataset of Full USPTO retrosynthesis dataset with 1.9M reactions from patents (1976-2016). Predict the reactants needed to synthesize the given product. (1) Given the product [OH:26][C:19]1[C:18]([CH:16]2[C:8]([C:9]3[CH:14]=[CH:13][CH:12]=[CH:11][CH:10]=3)=[C:7]([C:1]3[CH:6]=[CH:5][CH:4]=[CH:3][CH:2]=3)[NH:30][C:28](=[O:29])[NH:27]2)=[CH:25][CH:24]=[CH:23][C:20]=1[C:21]#[N:22], predict the reactants needed to synthesize it. The reactants are: [C:1]1([C:7](=O)[CH2:8][C:9]2[CH:14]=[CH:13][CH:12]=[CH:11][CH:10]=2)[CH:6]=[CH:5][CH:4]=[CH:3][CH:2]=1.[CH:16]([C:18]1[C:19]([OH:26])=[C:20]([CH:23]=[CH:24][CH:25]=1)[C:21]#[N:22])=O.[NH2:27][C:28]([NH2:30])=[O:29]. (2) Given the product [Br-:2].[CH2:17]1[C@@H:18]2[CH2:35][C:34](=[O:39])[N:19]2[C:20]([C:21]([O-:23])=[O:22])=[CH:16]1, predict the reactants needed to synthesize it. The reactants are: [Br-].[Br:2]CC1C=CC(CN2C(SC)=C3SC([C:16]4[C@H:17](C)[C@@H:18]5[C@@H:35]([C@H](O)C)[C:34](=[O:39])[N:19]5[C:20]=4[C:21]([O:23]CC4C=CC([N+]([O-])=O)=CC=4)=[O:22])=C[N+]3=C2)=CC=1. (3) Given the product [NH:10]1[C:11]2[C:16](=[CH:15][CH:14]=[CH:13][CH:12]=2)[C:8]([CH2:7][CH:5]2[NH:6][C:32](=[S:33])[NH:31][C:4]2=[O:17])=[CH:9]1, predict the reactants needed to synthesize it. The reactants are: Cl.CO[C:4](=[O:17])[C@H:5]([CH2:7][C:8]1[C:16]2[C:11](=[CH:12][CH:13]=[CH:14][CH:15]=2)[NH:10][CH:9]=1)[NH2:6].C(N(C(C)C)CC)(C)C.C[Si]([N:31]=[C:32]=[S:33])(C)C. (4) Given the product [C:6]([O:9][C@@H:10]1[C@@H:15]([O:16][C:17](=[O:19])[CH3:18])[C@H:14]([O:20][C:21](=[O:23])[CH3:22])[C@@H:13]([CH2:24][O:25][C:26](=[O:28])[CH3:27])[O:12][C@H:11]1[CH2:3][CH:2]=[CH2:1])(=[O:8])[CH3:7], predict the reactants needed to synthesize it. The reactants are: [CH2:1]([Mg]Br)[CH:2]=[CH2:3].[C:6]([O:9][C@@H:10]1[C@@H:15]([O:16][C:17](=[O:19])[CH3:18])[C@H:14]([O:20][C:21](=[O:23])[CH3:22])[C@@H:13]([CH2:24][O:25][C:26](=[O:28])[CH3:27])[O:12][C@@H:11]1Br)(=[O:8])[CH3:7].O.C(OC(=O)C)(=O)C. (5) Given the product [CH:9]1([N:8]2[C:3]3=[N:4][CH:5]=[CH:6][CH:7]=[C:2]3[N:1]=[C:18]2[NH2:17])[CH2:16][CH2:15][CH2:14][CH2:13][CH2:12][CH2:11][CH2:10]1, predict the reactants needed to synthesize it. The reactants are: [NH2:1][C:2]1[C:3]([NH:8][CH:9]2[CH2:16][CH2:15][CH2:14][CH2:13][CH2:12][CH2:11][CH2:10]2)=[N:4][CH:5]=[CH:6][CH:7]=1.[NH2:17][C:18]1C(NC2CCCCC2)=NC=CC=1. (6) Given the product [F:1][C:2]1[C:14]2[NH:13][C:12]3[C:7](=[C:8]([OH:15])[CH:9]=[CH:10][CH:11]=3)[C:6]=2[CH:5]=[CH:4][CH:3]=1, predict the reactants needed to synthesize it. The reactants are: [F:1][C:2]1[C:14]2[NH:13][C:12]3[CH2:11][CH2:10][CH2:9][C:8](=[O:15])[C:7]=3[C:6]=2[CH:5]=[CH:4][CH:3]=1.C(=O)([O-])[O-].[Li+].[Li+].[Br-].[Li+]. (7) Given the product [CH2:1]([O:3][C:4]([CH:5]1[CH2:18][CH:20]([S:22]([C:25]2[CH:30]=[CH:29][CH:28]=[CH:27][C:26]=2[C:31]([F:32])([F:34])[F:33])(=[O:23])=[O:24])[CH2:21][N:6]1[C:7]1[CH:12]=[CH:11][CH:10]=[C:9]([C:13]([F:14])([F:16])[F:15])[CH:8]=1)=[O:17])[CH3:2], predict the reactants needed to synthesize it. The reactants are: [CH2:1]([O:3][C:4](=[O:17])[CH2:5][NH:6][C:7]1[CH:12]=[CH:11][CH:10]=[C:9]([C:13]([F:16])([F:15])[F:14])[CH:8]=1)[CH3:2].[CH2:18]=O.[CH:20]([S:22]([C:25]1[CH:30]=[CH:29][CH:28]=[CH:27][C:26]=1[C:31]([F:34])([F:33])[F:32])(=[O:24])=[O:23])=[CH2:21].